Dataset: Full USPTO retrosynthesis dataset with 1.9M reactions from patents (1976-2016). Task: Predict the reactants needed to synthesize the given product. The reactants are: [N-]=[N+]=[N-].[Na+].[N:5]([C@@H:8]1[CH2:13][O:12][C@H:11]([CH:14]([C:21]2[CH:26]=[CH:25][CH:24]=[CH:23][CH:22]=2)[C:15]2[CH:20]=[CH:19][CH:18]=[CH:17][CH:16]=2)[CH2:10][C@H:9]1[OH:27])=[N+:6]=[N-:7]. Given the product [N:5]([C@H:8]1[CH2:13][O:12][C@@H:11]([CH:14]([C:15]2[CH:20]=[CH:19][CH:18]=[CH:17][CH:16]=2)[C:21]2[CH:26]=[CH:25][CH:24]=[CH:23][CH:22]=2)[CH2:10][C@@H:9]1[OH:27])=[N+:6]=[N-:7], predict the reactants needed to synthesize it.